Dataset: CYP1A2 inhibition data for predicting drug metabolism from PubChem BioAssay. Task: Regression/Classification. Given a drug SMILES string, predict its absorption, distribution, metabolism, or excretion properties. Task type varies by dataset: regression for continuous measurements (e.g., permeability, clearance, half-life) or binary classification for categorical outcomes (e.g., BBB penetration, CYP inhibition). Dataset: cyp1a2_veith. The molecule is COC(=O)[C@H]1C[C@@H]1[C@H](NC(C)=O)c1ccccc1. The result is 0 (non-inhibitor).